This data is from Forward reaction prediction with 1.9M reactions from USPTO patents (1976-2016). The task is: Predict the product of the given reaction. (1) Given the reactants [OH:1][CH2:2][C:3]1[CH:8]=[C:7]([O:9][CH2:10][CH2:11][NH:12][CH2:13][CH2:14][C:15]([O:17][C:18](C)(C)C)=[O:16])[CH:6]=[C:5]([CH2:22][OH:23])[N:4]=1.C(O)(C(F)(F)F)=O.C[Si](C=[N+]=[N-])(C)C.C(O)(=O)C, predict the reaction product. The product is: [OH:23][CH2:22][C:5]1[CH:6]=[C:7]([O:9][CH2:10][CH2:11][NH:12][CH2:13][CH2:14][C:15]([O:17][CH3:18])=[O:16])[CH:8]=[C:3]([CH2:2][OH:1])[N:4]=1. (2) Given the reactants [F:1][C:2]1[N:7]=[CH:6][C:5]([OH:8])=[CH:4][CH:3]=1.[OH:9][C:10]([CH3:25])([CH3:24])[CH2:11][CH2:12]OS(C1C=CC(C)=CC=1)(=O)=O.C(=O)([O-])[O-].[Cs+].[Cs+], predict the reaction product. The product is: [F:1][C:2]1[N:7]=[CH:6][C:5]([O:8][CH2:12][CH2:11][C:10]([CH3:25])([OH:9])[CH3:24])=[CH:4][CH:3]=1.